This data is from Peptide-MHC class I binding affinity with 185,985 pairs from IEDB/IMGT. The task is: Regression. Given a peptide amino acid sequence and an MHC pseudo amino acid sequence, predict their binding affinity value. This is MHC class I binding data. (1) The peptide sequence is NMKQCTNDI. The MHC is HLA-A02:06 with pseudo-sequence HLA-A02:06. The binding affinity (normalized) is 0. (2) The peptide sequence is FPRCRYVHK. The MHC is HLA-A02:19 with pseudo-sequence HLA-A02:19. The binding affinity (normalized) is 0.0847.